From a dataset of Clinical trial toxicity outcomes and FDA approval status for drugs. Regression/Classification. Given a drug SMILES string, predict its toxicity properties. Task type varies by dataset: regression for continuous values (e.g., LD50, hERG inhibition percentage) or binary classification for toxic/non-toxic outcomes (e.g., AMES mutagenicity, cardiotoxicity, hepatotoxicity). Dataset: clintox. (1) The drug is ClCC1CO1. The result is 0 (passed clinical trial). (2) The drug is O=C(CCCCCCC(=O)Nc1ccccc1)NO. The result is 1 (failed clinical trial for toxicity). (3) The molecule is CCCCCOc1ccc(-c2ccc(-c3ccc(C(=O)N[C@H]4C[C@@H](O)[C@@H](O)NC(=O)[C@@H]5[C@@H](O)[C@@H](C)CN5C(=O)[C@H]([C@@H](C)O)NC(=O)[C@H]([C@H](O)[C@@H](O)c5ccc(O)cc5)NC(=O)[C@@H]5C[C@@H](O)CN5C(=O)[C@H]([C@@H](C)O)NC4=O)cc3)cc2)cc1. The result is 0 (passed clinical trial). (4) The molecule is C[N+]1(C)CCC(=C(c2ccccc2)c2ccccc2)CC1. The result is 0 (passed clinical trial). (5) The drug is C[C@]12CC[C@@H]3[C@H]4CCC(=O)C=C4CC[C@H]3[C@@H]1CC[C@@H]2OC(=O)CCc1ccccc1. The result is 0 (passed clinical trial). (6) The molecule is CO[C@H]1/C=C/O[C@@]2(C)Oc3c(C)c(O)c4c(O)c(c(/C=N/N5CC[NH+](C)CC5)c(O)c4c3C2=O)NC(=O)/C(C)=C\C=C\[C@H](C)[C@H](O)[C@@H](C)[C@@H](O)[C@@H](C)[C@H](OC(C)=O)[C@@H]1C. The result is 0 (passed clinical trial).